Dataset: Full USPTO retrosynthesis dataset with 1.9M reactions from patents (1976-2016). Task: Predict the reactants needed to synthesize the given product. (1) The reactants are: [Cl:1][C:2]1[CH:7]=[CH:6][CH:5]=[CH:4][C:3]=1[NH:8][C:9](=[O:35])[NH:10][C:11]1[CH:12]=[CH:13][C:14]([C:17]2[CH:25]=[C:24]3[C:20]([CH2:21][N:22]([C@@H:27]([CH:32]([CH3:34])[CH3:33])[C:28]([O:30]C)=[O:29])[C:23]3=[O:26])=[CH:19][CH:18]=2)=[N:15][CH:16]=1.CO.[Li+].[OH-].Cl. Given the product [Cl:1][C:2]1[CH:7]=[CH:6][CH:5]=[CH:4][C:3]=1[NH:8][C:9](=[O:35])[NH:10][C:11]1[CH:12]=[CH:13][C:14]([C:17]2[CH:25]=[C:24]3[C:20]([CH2:21][N:22]([C@@H:27]([CH:32]([CH3:33])[CH3:34])[C:28]([OH:30])=[O:29])[C:23]3=[O:26])=[CH:19][CH:18]=2)=[N:15][CH:16]=1, predict the reactants needed to synthesize it. (2) Given the product [Cl:8][C:6]1[N:7]=[C:2]([N:24]2[C:25]3[C:21](=[CH:20][C:19]([O:18][CH3:17])=[CH:27][C:26]=3[CH3:28])[CH2:22][CH2:23]2)[C:3](=[O:15])[N:4]([C@@H:9]([CH:12]2[CH2:14][CH2:13]2)[CH2:10][CH3:11])[CH:5]=1, predict the reactants needed to synthesize it. The reactants are: Cl[C:2]1[C:3](=[O:15])[N:4]([C@@H:9]([CH:12]2[CH2:14][CH2:13]2)[CH2:10][CH3:11])[CH:5]=[C:6]([Cl:8])[N:7]=1.Cl.[CH3:17][O:18][C:19]1[CH:20]=[C:21]2[C:25](=[C:26]([CH3:28])[CH:27]=1)[NH:24][CH2:23][CH2:22]2. (3) The reactants are: [H-].[H-].[H-].[H-].[Li+].[Al+3].[CH3:7][N:8]1[CH2:13][CH2:12][N:11]([CH:14]2[CH2:19][CH2:18][CH2:17][C:16](=[N:20]O)[CH2:15]2)[CH2:10][CH2:9]1. Given the product [CH3:7][N:8]1[CH2:9][CH2:10][N:11]([CH:14]2[CH2:19][CH2:18][CH2:17][CH:16]([NH2:20])[CH2:15]2)[CH2:12][CH2:13]1, predict the reactants needed to synthesize it. (4) The reactants are: [Cl:1][C:2]1[C:9]([CH3:10])=[C:8]([N:11]2[C@H:15]([C:16]([F:19])([F:18])[F:17])[C@@H:14]3[C@H:20]([O:23][Si](C(C)(C)C)(C)C)[CH2:21][CH2:22][N:13]3[C:12]2=[O:31])[CH:7]=[CH:6][C:3]=1[C:4]#[N:5].CCCC[N+](CCCC)(CCCC)CCCC.[F-].[Cl-].[NH4+].CCOC(C)=O. Given the product [Cl:1][C:2]1[C:9]([CH3:10])=[C:8]([N:11]2[C@H:15]([C:16]([F:18])([F:19])[F:17])[C@@H:14]3[C@H:20]([OH:23])[CH2:21][CH2:22][N:13]3[C:12]2=[O:31])[CH:7]=[CH:6][C:3]=1[C:4]#[N:5], predict the reactants needed to synthesize it. (5) Given the product [CH2:24]([CH:23]1[C:22](=[O:31])[O:13][C:12]2[NH:11][C:10]([C:14]3[CH:19]=[C:18]([F:20])[CH:17]=[CH:16][C:15]=3[F:21])=[N:9][C:8]=2[CH:1]1[C:2]1[CH:3]=[CH:4][CH:5]=[CH:6][CH:7]=1)[C:25]1[CH:30]=[CH:29][CH:28]=[CH:27][CH:26]=1, predict the reactants needed to synthesize it. The reactants are: [CH:1](=[C:8]1/[N:9]=[C:10]([C:14]2[CH:19]=[C:18]([F:20])[CH:17]=[CH:16][C:15]=2[F:21])[NH:11][C:12]/1=[O:13])/[C:2]1[CH:7]=[CH:6][CH:5]=[CH:4][CH:3]=1.[CH:22](=[O:31])/[CH:23]=[CH:24]/[C:25]1[CH:30]=[CH:29][CH:28]=[CH:27][CH:26]=1. (6) Given the product [S:7]1[C:3]([CH2:12][CH:13]2[NH:15][C:16](=[O:29])[N:20]([CH3:23])[C:44]2=[O:43])=[CH:4][C:5]2[CH:11]=[CH:10][CH:9]=[CH:8][C:6]1=2, predict the reactants needed to synthesize it. The reactants are: Cl.N[C:3]1([C@H:12](C)[C:13]([NH:15][CH3:16])=O)[S:7][C:6]2[CH:8]=[CH:9][CH:10]=[CH:11][C:5]=2[CH2:4]1.C([N:20]([CH2:23]C)CC)C.ClCCl.C(C1NC=CN=1)(C1NC=CN=1)=[O:29].C([O:43][CH2:44]C)(=O)C. (7) Given the product [F:1][C:2]1[CH:21]=[CH:20][C:5]2[C:6]([C:9]3[CH:14]=[CH:13][C:12]([O:15][CH2:16][C@@H:17]([OH:18])[CH2:19][N:31]4[CH2:32][CH2:33][N:28]([C:22]5[CH:27]=[CH:26][CH:25]=[CH:24][CH:23]=5)[CH2:29][CH2:30]4)=[CH:11][CH:10]=3)=[N:7][O:8][C:4]=2[CH:3]=1, predict the reactants needed to synthesize it. The reactants are: [F:1][C:2]1[CH:21]=[CH:20][C:5]2[C:6]([C:9]3[CH:14]=[CH:13][C:12]([O:15][CH2:16][C@@H:17]4[CH2:19][O:18]4)=[CH:11][CH:10]=3)=[N:7][O:8][C:4]=2[CH:3]=1.[C:22]1([N:28]2[CH2:33][CH2:32][NH:31][CH2:30][CH2:29]2)[CH:27]=[CH:26][CH:25]=[CH:24][CH:23]=1. (8) Given the product [NH2:1][C:2]1[C:13]([O:14][C:15]2[CH:16]=[C:17]([CH:18]=[CH:19][CH:20]=2)[O:21][CH2:38][CH2:37][CH2:36][CH2:35][NH:34][C:33](=[O:40])[O:32][C:28]([CH3:31])([CH3:30])[CH3:29])=[CH:12][C:5]2[N:6]([CH3:11])[C:7](=[O:10])[N:8]([CH3:9])[C:4]=2[CH:3]=1, predict the reactants needed to synthesize it. The reactants are: [NH2:1][C:2]1[C:13]([O:14][C:15]2[CH:20]=[CH:19][CH:18]=[C:17]([OH:21])[CH:16]=2)=[CH:12][C:5]2[N:6]([CH3:11])[C:7](=[O:10])[N:8]([CH3:9])[C:4]=2[CH:3]=1.C(=O)([O-])[O-].[K+].[K+].[C:28]([O:32][C:33](=[O:40])[NH:34][CH2:35][CH2:36][CH2:37][CH2:38]Br)([CH3:31])([CH3:30])[CH3:29].